From a dataset of Retrosynthesis with 50K atom-mapped reactions and 10 reaction types from USPTO. Predict the reactants needed to synthesize the given product. (1) Given the product O=C(CBr)Nc1ccc(F)cc1F, predict the reactants needed to synthesize it. The reactants are: Nc1ccc(F)cc1F.O=C(Cl)CBr. (2) Given the product Cc1nc(CCc2conc2-c2ccccn2)sc1C(=O)NC1CCOCC1, predict the reactants needed to synthesize it. The reactants are: Cc1nc(CCc2conc2-c2ccccn2)sc1C(=O)O.NC1CCOCC1.